Regression/Classification. Given a drug SMILES string, predict its absorption, distribution, metabolism, or excretion properties. Task type varies by dataset: regression for continuous measurements (e.g., permeability, clearance, half-life) or binary classification for categorical outcomes (e.g., BBB penetration, CYP inhibition). Dataset: pampa_ncats. From a dataset of PAMPA (Parallel Artificial Membrane Permeability Assay) permeability data from NCATS. (1) The compound is CCOC(=O)[C@@H]1[C@@H](O1)C(=O)N[C@@H](CC(C)C)C(=O)NCCC(C)C. The result is 1 (high permeability). (2) The drug is COC(=N)C1=NC2=C(S1)C3=C(C=C2)N=CN=C3NC4=C(C=C(C=C4)F)Br. The result is 1 (high permeability). (3) The molecule is C1CN(CCC1CNC(=O)NC2=CC(=C(C=C2)F)Cl)CC3=CC(=CC=C3)Cl. The result is 1 (high permeability).